From a dataset of Catalyst prediction with 721,799 reactions and 888 catalyst types from USPTO. Predict which catalyst facilitates the given reaction. (1) Reactant: C(Cl)(=O)C(Cl)=O.[Br:7][C:8]1[CH:9]=[C:10]([C:13]([OH:15])=[O:14])[S:11][CH:12]=1.[CH:16]1([CH2:22]O)[CH2:21][CH2:20][CH2:19][CH2:18][CH2:17]1.CCN(CC)CC. Product: [Br:7][C:8]1[CH:9]=[C:10]([C:13]([O:15][CH2:22][CH:16]2[CH2:21][CH2:20][CH2:19][CH2:18][CH2:17]2)=[O:14])[S:11][CH:12]=1. The catalyst class is: 59. (2) Reactant: [OH-].[Na+].[Br:3][C:4]1[CH:9]=[CH:8][C:7]([N+:10]([O-:12])=O)=[CH:6][CH:5]=1.[Cl:13][C:14]1[CH:15]=[C:16]([CH2:20]C#N)[CH:17]=[CH:18][CH:19]=1.O. Product: [Br:3][C:4]1[CH:5]=[CH:6][C:7]2[C:8]([CH:9]=1)=[C:20]([C:16]1[CH:17]=[CH:18][CH:19]=[C:14]([Cl:13])[CH:15]=1)[O:12][N:10]=2. The catalyst class is: 5. (3) Reactant: [CH3:1][N:2]1[CH2:7][CH2:6][N:5]([CH2:8][C:9]2[N:13]3[CH:14]=[C:15]([O:18][C@H:19]4[C:28]5[C:23](=[CH:24][CH:25]=[CH:26][CH:27]=5)[C@@H:22]([NH2:29])[CH2:21][CH2:20]4)[CH:16]=[CH:17][C:12]3=[N:11][N:10]=2)[CH2:4][CH:3]1[CH2:30][O:31][Si:32]([CH:39]([CH3:41])[CH3:40])([CH:36]([CH3:38])[CH3:37])[CH:33]([CH3:35])[CH3:34].ClC(Cl)(Cl)C[O:45][C:46](=O)[NH:47][C:48]1[N:49]([C:57]2[CH:62]=[CH:61][C:60]([CH3:63])=[CH:59][CH:58]=2)[N:50]=[C:51]([C:53]([CH3:56])([CH3:55])[CH3:54])[CH:52]=1.CCN(C(C)C)C(C)C. Product: [C:53]([C:51]1[CH:52]=[C:48]([NH:47][C:46]([NH:29][C@@H:22]2[C:23]3[C:28](=[CH:27][CH:26]=[CH:25][CH:24]=3)[C@H:19]([O:18][C:15]3[CH:16]=[CH:17][C:12]4[N:13]([C:9]([CH2:8][N:5]5[CH2:6][CH2:7][N:2]([CH3:1])[CH:3]([CH2:30][O:31][Si:32]([CH:33]([CH3:35])[CH3:34])([CH:39]([CH3:41])[CH3:40])[CH:36]([CH3:38])[CH3:37])[CH2:4]5)=[N:10][N:11]=4)[CH:14]=3)[CH2:20][CH2:21]2)=[O:45])[N:49]([C:57]2[CH:62]=[CH:61][C:60]([CH3:63])=[CH:59][CH:58]=2)[N:50]=1)([CH3:56])([CH3:54])[CH3:55]. The catalyst class is: 12. (4) Reactant: C(O[C:6](=O)[NH:7][C:8]1[CH:13]=[C:12]([F:14])[CH:11]=[CH:10][C:9]=1[NH2:15])(C)(C)C.[CH:17]1([CH:23]=O)[CH2:22][CH2:21][CH2:20][CH2:19][CH2:18]1.[Cl:25][C:26]1[CH:36]=[CH:35][CH:34]=[CH:33][C:27]=1[O:28][CH2:29]C(O)=O.[CH:37]1([N+:43]#[C-:44])[CH2:42][CH2:41][CH2:40][CH2:39][CH2:38]1.Cl.C[OH:47]. Product: [Cl:25][C:26]1[CH:36]=[CH:35][CH:34]=[CH:33][C:27]=1[O:28][CH2:29][C:6]1[N:15]([CH:23]([CH:17]2[CH2:18][CH2:19][CH2:20][CH2:21][CH2:22]2)[C:44]([NH:43][CH:37]2[CH2:42][CH2:41][CH2:40][CH2:39][CH2:38]2)=[O:47])[C:9]2[CH:10]=[CH:11][C:12]([F:14])=[CH:13][C:8]=2[N:7]=1. The catalyst class is: 12. (5) Reactant: [N:1]1[CH:6]=[CH:5][N:4]=[CH:3][C:2]=1[NH:7][C:8]([NH2:10])=[S:9].[Cl:11][CH:12]([C:16](=O)[CH3:17])[C:13](=[O:15])[CH3:14]. Product: [ClH:11].[CH3:17][C:16]1[N:10]=[C:8]([NH:7][C:2]2[CH:3]=[N:4][CH:5]=[CH:6][N:1]=2)[S:9][C:12]=1[C:13](=[O:15])[CH3:14]. The catalyst class is: 8.